Dataset: Reaction yield outcomes from USPTO patents with 853,638 reactions. Task: Predict the reaction yield, written as a fraction of the theoretical maximum amount of product (1.0 means a 100% yield; for example, 0.34 means a 34% yield). (1) The product is [CH3:27][C:19]1[CH:18]=[C:17]([CH2:16][N:1]2[C:9]3[C:4](=[CH:5][C:6]([C:10]([OH:12])=[O:11])=[CH:7][CH:8]=3)[CH:3]=[CH:2]2)[C:26]2[CH2:25][CH:24]=[CH:23][CH2:22][C:21]=2[N:20]=1. The catalyst is CN(C=O)C. The reactants are [NH:1]1[C:9]2[C:4](=[CH:5][C:6]([C:10]([OH:12])=[O:11])=[CH:7][CH:8]=2)[CH:3]=[CH:2]1.[H-].[Na+].Cl[CH2:16][C:17]1[C:26]2[C:21](=[CH:22][CH:23]=[CH:24][CH:25]=2)[N:20]=[C:19]([CH3:27])[CH:18]=1.Cl. The yield is 0.690. (2) The reactants are [F:1][C:2]([F:19])([C:8]1[CH:13]=[CH:12][C:11]([F:14])=[CH:10][C:9]=1[C:15]([F:18])([F:17])[F:16])[C:3]([O:5]CC)=[O:4].CO.O.[OH-].[Li+]. The catalyst is O1CCCC1. The product is [F:19][C:2]([F:1])([C:8]1[CH:13]=[CH:12][C:11]([F:14])=[CH:10][C:9]=1[C:15]([F:16])([F:17])[F:18])[C:3]([OH:5])=[O:4]. The yield is 0.810.